From a dataset of Reaction yield outcomes from USPTO patents with 853,638 reactions. Predict the reaction yield, written as a fraction of the theoretical maximum amount of product (1.0 means a 100% yield; for example, 0.34 means a 34% yield). (1) The reactants are [C:1]([C:3]1[CH:4]=[C:5]([CH:17]=[CH:18][CH:19]=1)[C:6]([NH:8][C:9]1[C:14]([Cl:15])=[CH:13][N:12]=[CH:11][C:10]=1[Cl:16])=[O:7])#[N:2].ClC1C=CC=C(C(OO)=[O:28])C=1.O. The catalyst is C(OCC)(=O)C. The product is [C:1]([C:3]1[CH:4]=[C:5]([CH:17]=[CH:18][CH:19]=1)[C:6]([NH:8][C:9]1[C:10]([Cl:16])=[CH:11][N+:12]([O-:28])=[CH:13][C:14]=1[Cl:15])=[O:7])#[N:2]. The yield is 0.790. (2) The reactants are [O:1]=[C:2]1[NH:6][CH2:5][CH2:4][N:3]1[C:7]1[CH:8]=[C:9]([CH2:13][C:14](OC)=[O:15])[CH:10]=[CH:11][CH:12]=1.[BH4-].[Li+].O. The catalyst is ClCCl. The product is [OH:15][CH2:14][CH2:13][C:9]1[CH:8]=[C:7]([N:3]2[CH2:4][CH2:5][NH:6][C:2]2=[O:1])[CH:12]=[CH:11][CH:10]=1. The yield is 0.750. (3) The reactants are [CH:1]1([CH:7]([C:9]2[C:10]([CH2:24][CH3:25])=[N:11][N:12]([C:14]3[CH:19]=[CH:18][C:17]([C:20]([F:23])([F:22])[F:21])=[CH:16][N:15]=3)[CH:13]=2)O)[CH2:6][CH2:5][CH2:4][CH2:3][CH2:2]1.[NH2:26][C:27]1[CH:32]=[CH:31][C:30]([C:33]([N:35]([CH3:43])[CH2:36][CH2:37][C:38]([O:40]CC)=[O:39])=[O:34])=[CH:29][CH:28]=1. No catalyst specified. The product is [CH:1]1([CH:7]([NH:26][C:27]2[CH:28]=[CH:29][C:30]([C:33]([N:35]([CH3:43])[CH2:36][CH2:37][C:38]([OH:40])=[O:39])=[O:34])=[CH:31][CH:32]=2)[C:9]2[C:10]([CH2:24][CH3:25])=[N:11][N:12]([C:14]3[CH:19]=[CH:18][C:17]([C:20]([F:23])([F:22])[F:21])=[CH:16][N:15]=3)[CH:13]=2)[CH2:6][CH2:5][CH2:4][CH2:3][CH2:2]1. The yield is 0.410. (4) The reactants are FC1C([O:8][C:9]([C:11]2[CH:12]=[C:13]3[C:17](=[CH:18][CH:19]=2)[NH:16][C:15](=[O:20])[C:14]3=[N:21][NH:22][C:23]2[CH:28]=[CH:27][C:26]([S:29](=[O:32])(=[O:31])[NH2:30])=[CH:25][CH:24]=2)=O)=C(F)C(F)=C(F)C=1F.[CH3:37][NH:38][CH3:39].N1C=CC=CC=1. The yield is 0.530. The catalyst is C(#N)C.C(O)C. The product is [CH3:37][N:38]([CH3:39])[C:9]([C:11]1[CH:12]=[C:13]2[C:17](=[CH:18][CH:19]=1)[NH:16][C:15](=[O:20])[C:14]2=[N:21][NH:22][C:23]1[CH:28]=[CH:27][C:26]([S:29](=[O:32])(=[O:31])[NH2:30])=[CH:25][CH:24]=1)=[O:8]. (5) The reactants are ClC1C=CC2NC(C(C)C(NC3C=CC(OC4C=NC=CC=4)=CC=3)=O)=NC=2C=1.[NH2:29][C:30]1[CH:35]=[C:34]([Cl:36])[CH:33]=[CH:32][C:31]=1[NH:37][C:38](=O)[CH2:39][CH2:40][C:41]([NH:43][C:44]1[CH:49]=[CH:48][C:47]([O:50][C:51]2[CH:52]=[N:53][CH:54]=[CH:55][CH:56]=2)=[CH:46][CH:45]=1)=[O:42]. The catalyst is CC(O)=O. The product is [Cl:36][C:34]1[CH:33]=[CH:32][C:31]2[NH:37][C:38]([CH2:39][CH2:40][C:41]([NH:43][C:44]3[CH:49]=[CH:48][C:47]([O:50][C:51]4[CH:52]=[N:53][CH:54]=[CH:55][CH:56]=4)=[CH:46][CH:45]=3)=[O:42])=[N:29][C:30]=2[CH:35]=1. The yield is 0.130. (6) The reactants are Cl.[C:2]1(=[O:12])[C:6]2([CH2:11][CH2:10][NH:9][CH2:8][CH2:7]2)[CH2:5][CH2:4][NH:3]1.C(N(CC)CC)C.[Cl:20][C:21]1[CH:22]=[C:23]([S:28](Cl)(=[O:30])=[O:29])[CH:24]=[C:25]([Cl:27])[CH:26]=1. The catalyst is ClCCl. The product is [Cl:27][C:25]1[CH:24]=[C:23]([S:28]([N:9]2[CH2:10][CH2:11][C:6]3([C:2](=[O:12])[NH:3][CH2:4][CH2:5]3)[CH2:7][CH2:8]2)(=[O:29])=[O:30])[CH:22]=[C:21]([Cl:20])[CH:26]=1. The yield is 0.350. (7) The reactants are [Cl:1][C:2]1[C:33]([F:34])=[CH:32][CH:31]=[CH:30][C:3]=1[CH2:4][NH:5][C:6](=[O:29])[N:7]([CH:9]([CH2:25][CH2:26][CH:27]=O)[CH2:10][O:11][C:12](=[O:24])[NH:13][C:14]1[N:15]=[CH:16][C:17]2[C:22]([CH:23]=1)=[CH:21][CH:20]=[CH:19][CH:18]=2)[CH3:8].[C:35]([O:39][C:40](=[O:45])[NH:41][CH2:42][CH2:43][NH2:44])([CH3:38])([CH3:37])[CH3:36].C(O[BH-](OC(=O)C)OC(=O)C)(=O)C.[Na+]. The catalyst is ClCCCl.CC(O)=O. The product is [C:35]([O:39][C:40]([NH:41][CH2:42][CH2:43][NH:44][CH2:27][CH2:26][CH2:25][CH:9]([N:7]([CH3:8])[C:6]([NH:5][CH2:4][C:3]1[CH:30]=[CH:31][CH:32]=[C:33]([F:34])[C:2]=1[Cl:1])=[O:29])[CH2:10][O:11][C:12](=[O:24])[NH:13][C:14]1[N:15]=[CH:16][C:17]2[C:22]([CH:23]=1)=[CH:21][CH:20]=[CH:19][CH:18]=2)=[O:45])([CH3:38])([CH3:36])[CH3:37]. The yield is 0.250.